From a dataset of Human Reference Interactome with 51,813 positive PPI pairs across 8,248 proteins, plus equal number of experimentally-validated negative pairs. Binary Classification. Given two protein amino acid sequences, predict whether they physically interact or not. (1) Protein 1 (ENSG00000137275) has sequence MQPDMSLNVIKMKSSDFLESAELDSGGFGKVSLCFHRTQGLMIMKTVYKGPNCIEHNEALLEEAKMMNRLRHSRVVKLLGVIIEEGKYSLVMEYMEKGNLMHVLKAEMSTPLSVKGRIILEIIEGMCYLHGKGVIHKDLKPENILVDNDFHIKIADLGLASFKMWSKLNNEEHNELREVDGTAKKNGGTLYYMAPEHLNDVNAKPTEKSDVYSFAVVLWAIFANKEPYENAICEQQLIMCIKSGNRPDVDDITEYCPREIISLMKLCWEANPEARPTFPGIEEKFRPFYLSQLEESVEED.... Protein 2 (ENSG00000116299) has sequence MAEPGHSHHLSARVRGRTERRIPRLWRLLLWAGTAFQVTQGTGPELHACKESEYHYEYTACDSTGSRWRVAVPHTPGLCTSLPDPIKGTECSFSCNAGEFLDMKDQSCKPCAEGRYSLGTGIRFDEWDELPHGFASLSANMELDDSAAESTGNCTSSKWVPRGDYIASNTDECTATLMYAVNLKQSGTVNFEYYYPDSSIIFEFFVQNDQCQPNADDSRWMKTTEKGWEFHSVELNRGNNVLYWRTTAFSVWTKVPKPVLVRNIAITGVAYTSECFPCKPGTYADKQGSSFCKLCPANSY.... Result: 0 (the proteins do not interact). (2) Protein 2 (ENSG00000004799) has sequence MKAARFVLRSAGSLNGAGLVPREVEHFSRYSPSPLSMKQLLDFGSENACERTSFAFLRQELPVRLANILKEIDILPTQLVNTSSVQLVKSWYIQSLMDLVEFHEKSPDDQKALSDFVDTLIKVRNRHHNVVPTMAQGIIEYKDACTVDPVTNQNLQYFLDRFYMNRISTRMLMNQHILIFSDSQTGNPSHIGSIDPNCDVVAVVQDAFECSRMLCDQYYLSSPELKLTQVNGKFPDQPIHIVYVPSHLHHMLFELFKNAMRATVEHQENQPSLTPIEVIVVLGKEDLTIKISDRGGGVPL.... Result: 0 (the proteins do not interact). Protein 1 (ENSG00000212122) has sequence MDDAAVLKRRGYLLGINLGEGSYAKVKSAYSERLKFNVAIKIIDRKKAPADFLEKFLPREIEILAMLNHCSIIKTYEIFETSHGKVYIVMELAVQGDLLELIKTRGALHEDEARKKFHQLSLAIKYCHDLDVVHRDLKCDNLLLDKDFNIKLSDFSFSKRCLRDDSGRMALSKTFCGSPAYAAPEVLQGIPYQPKVYDIWSLGVILYIMVCGSMPYDDSNIKKMLRIQKEHRVNFPRSKHLTGECKDLIYHMLQPDVNRRLHIDEILSHCWMQPKARGSPSVAINKEGESSRGTEPLWTP.... (3) Protein 1 (ENSG00000028528) has sequence MASGGGGCSASERLPPPFPGLEPESEGAAGGSEPEAGDSDTEGEDIFTGAAVVSKHQSPKITTSLLPINNGSKENGIHEEQDQEPQDLFADATVELSLDSTQNNQKKVLAKTLISLPPQEATNSSKPQPTYEELEEEEQEDQFDLTVGITDPEKIGDGMNAYVAYKVTTQTSLPLFRSKQFAVKRRFSDFLGLYEKLSEKHSQNGFIVPPPPEKSLIGMTKVKVGKEDSSSAEFLEKRRAALERYLQRIVNHPTMLQDPDVREFLEKEELPRAVGTQTLSGAGLLKMFNKATDAVSKMTI.... Protein 2 (ENSG00000169738) has sequence MELFLAGRRVLVTGAGKGIGRGTVQALHATGARVVAVSRTQADLDSLVRECPGIEPVCVDLGDWEATERALGSVGPVDLLVNNAAVALLQPFLEVTKEAFDRSFEVNLRAVIQVSQIVARGLIARGVPGAIVNVSSQCSQRAVTNHSVYCSTKGALDMLTKVMALELGPHKIRVNAVNPTVVMTSMGQATWSDPHKAKTMLNRIPLGKFAEVEHVVNAILFLLSDRSGMTTGSTLPVEGGFWAC*XLFLAGRRVLVTGAGKGIGRGTVQALHATGARVVAVSRTQADLDSLVRECPGIEP.... Result: 0 (the proteins do not interact). (4) Protein 1 (ENSG00000116586) has sequence MLRPKALTQVLSQANTGGVQSTLLLNNEGSLLAYSGYGDTDARVTAAIASNIWAAYDRNGNQAFNEDNLKFILMDCMAQALVQYLEEPLTQVAAS*MLRPKALTQVLSQANTGGVQSTLLLNNEGSLLAYSGYGDTDARVTAAIASNIWAAYDRNGNQAFNEDNLKFILMDCMEGRVAITRVANLLLCMYAKETVGFGMLKAKAVCGTDLCSPSAGPGFGAVPGGAPHPSGGILTALVEAGVRKEK*MLRPKALTQVLSQANTGGVQSTLLLNNEGSLLAYSGYGDTDARVTAAIASNIW.... Protein 2 (ENSG00000060237) has sequence MSGGAAEKQSSTPGSLFLSPPAPAPKNGSSSDSSVGEKLGAAAADAVTGRTEEYRRRRHTMDKDSRGAAATTTTTEHRFFRRSVICDSNATALELPGLPLSLPQPSIPAAVPQSAPPEPHREETVTATATSQVAQQPPAAAAPGEQAVAGPAPSTVPSSTSKDRPVSQPSLVGSKEEPPPARSGSGGGSAKEPQEERSQQQDDIEELETKAVGMSNDGRFLKFDIEIGRGSFKTVYKGLDTETTVEVAWCELQDRKLTKSERQRFKEEAEMLKGLQHPNIVRFYDSWESTVKGKKCIVLV.... Result: 0 (the proteins do not interact).